Dataset: Forward reaction prediction with 1.9M reactions from USPTO patents (1976-2016). Task: Predict the product of the given reaction. (1) Given the reactants [CH3:1][C:2]1[CH:3]=[C:4]([C:12]2[CH:17]=[CH:16][C:15]([N+:18]([O-:20])=[O:19])=[CH:14][CH:13]=2)[CH:5]=[CH:6][C:7]=1[C:8]([O:10][CH3:11])=[O:9].C(OOC(=O)C1C=CC=CC=1)(=O)C1C=CC=CC=1.C1C(=O)N([Br:46])C(=O)C1, predict the reaction product. The product is: [Br:46][CH2:1][C:2]1[CH:3]=[C:4]([C:12]2[CH:17]=[CH:16][C:15]([N+:18]([O-:20])=[O:19])=[CH:14][CH:13]=2)[CH:5]=[CH:6][C:7]=1[C:8]([O:10][CH3:11])=[O:9]. (2) Given the reactants C(=O)([O-])[O-].[Na+].[Na+].C(O)(=O)C.[NH2:11][CH2:12][C@@H:13]1[O:17][C:16](=[O:18])[N:15]([C:19]2[CH:24]=[CH:23][C:22]([N:25]3[CH2:30][CH2:29][O:28][CH2:27][C:26]3=[O:31])=[CH:21][CH:20]=2)[CH2:14]1.[Cl:32][C:33]1[S:37][C:36]([C:38](Cl)=[O:39])=[CH:35][CH:34]=1, predict the reaction product. The product is: [CH:21]1[C:22]([N:25]2[C:26](=[O:31])[CH2:27][O:28][CH2:29][CH2:30]2)=[CH:23][CH:24]=[C:19]([N:15]2[C:16](=[O:18])[O:17][C@@H:13]([CH2:12][NH:11][C:38]([C:36]3[S:37][C:33]([Cl:32])=[CH:34][CH:35]=3)=[O:39])[CH2:14]2)[CH:20]=1. (3) Given the reactants O[CH2:2][C:3]1[N:4]=[CH:5][C:6]2[NH:7][C:8]3[C:13]([C:14]=2[CH:15]=1)=[CH:12][CH:11]=[CH:10][CH:9]=3.S(Cl)([Cl:18])=O, predict the reaction product. The product is: [Cl:18][CH2:2][C:3]1[N:4]=[CH:5][C:6]2[NH:7][C:8]3[C:13]([C:14]=2[CH:15]=1)=[CH:12][CH:11]=[CH:10][CH:9]=3. (4) Given the reactants [CH3:1][Li].CON(C)[C:6]([C:8]1[N:9]=[CH:10][N:11]([CH3:13])[CH:12]=1)=[O:7], predict the reaction product. The product is: [C:6]([C:8]1[N:9]=[CH:10][N:11]([CH3:13])[CH:12]=1)(=[O:7])[CH3:1]. (5) The product is: [CH2:1]([N:8]1[C:13](=[O:14])[C:12]2[C:15]([CH3:18])=[N:16][O:17][C:11]=2[N:10]=[C:9]1[CH:19]([Br:27])[CH2:20][CH3:21])[C:2]1[CH:3]=[CH:4][CH:5]=[CH:6][CH:7]=1. Given the reactants [CH2:1]([N:8]1[C:13](=[O:14])[C:12]2[C:15]([CH3:18])=[N:16][O:17][C:11]=2[N:10]=[C:9]1[CH2:19][CH2:20][CH3:21])[C:2]1[CH:7]=[CH:6][CH:5]=[CH:4][CH:3]=1.C([O-])(=O)C.[Na+].[Br:27]Br.C(=O)([O-])[O-].[K+].[K+], predict the reaction product. (6) Given the reactants [CH:1]12[O:8][CH:5]([CH2:6][CH2:7]1)[CH2:4][N:3]([C:9]1[S:10][CH:11]=[C:12]([CH2:14][OH:15])[N:13]=1)[CH2:2]2.[CH3:16][C:17]([Si:20](Cl)([CH3:22])[CH3:21])([CH3:19])[CH3:18].N1C=CN=C1.CCO, predict the reaction product. The product is: [Si:20]([O:15][CH2:14][C:12]1[N:13]=[C:9]([N:3]2[CH2:2][CH:1]3[O:8][CH:5]([CH2:6][CH2:7]3)[CH2:4]2)[S:10][CH:11]=1)([C:17]([CH3:19])([CH3:18])[CH3:16])([CH3:22])[CH3:21]. (7) Given the reactants [N:1]1[CH:6]=[CH:5][CH:4]=[CH:3][C:2]=1[C:7]1[N:12]=[C:11]([CH3:13])[C:10]([C:14]([OH:16])=O)=[CH:9][N:8]=1.[CH3:17][O:18][C:19]1[N:24]=[C:23]2[C:25]([CH3:29])=[CH:26][N:27]([NH2:28])[C:22]2=[CH:21][CH:20]=1.CCN(C(C)C)C(C)C.CN(C(ON1N=NC2C=CC=NC1=2)=[N+](C)C)C.F[P-](F)(F)(F)(F)F, predict the reaction product. The product is: [CH3:17][O:18][C:19]1[N:24]=[C:23]2[C:25]([CH3:29])=[CH:26][N:27]([NH:28][C:14]([C:10]3[C:11]([CH3:13])=[N:12][C:7]([C:2]4[CH:3]=[CH:4][CH:5]=[CH:6][N:1]=4)=[N:8][CH:9]=3)=[O:16])[C:22]2=[CH:21][CH:20]=1. (8) Given the reactants Br[C:2]1[CH:3]=[N:4][CH:5]=[CH:6][C:7]=1[CH2:8][CH:9]1[CH2:17][C:16]2[C:11](=[CH:12][CH:13]=[C:14]([O:18][CH3:19])[CH:15]=2)[C:10]1=[O:20].[CH2:21]([O:23]C([Sn](CCCC)(CCCC)CCCC)=C)[CH3:22], predict the reaction product. The product is: [C:21]([C:2]1[CH:3]=[N:4][CH:5]=[CH:6][C:7]=1[CH2:8][CH:9]1[CH2:17][C:16]2[C:11](=[CH:12][CH:13]=[C:14]([O:18][CH3:19])[CH:15]=2)[C:10]1=[O:20])(=[O:23])[CH3:22].